From a dataset of Full USPTO retrosynthesis dataset with 1.9M reactions from patents (1976-2016). Predict the reactants needed to synthesize the given product. (1) Given the product [NH:11]1[C:19]2[C:14](=[CH:15][CH:16]=[CH:17][CH:18]=2)[C:13](=[C:5]2[CH2:6][CH2:7][CH2:8][C:9]3[NH:1][CH:2]=[CH:3][C:4]2=3)[C:12]1=[O:20], predict the reactants needed to synthesize it. The reactants are: [NH:1]1[C:9]2[CH2:8][CH2:7][CH2:6][C:5](=O)[C:4]=2[CH:3]=[CH:2]1.[NH:11]1[C:19]2[C:14](=[CH:15][CH:16]=[CH:17][CH:18]=2)[CH2:13][C:12]1=[O:20]. (2) The reactants are: [NH2:1][C:2]1[CH:10]=[C:9]2[C:5]([CH2:6][C:7](=[O:11])[NH:8]2)=[CH:4][CH:3]=1.[C:12](OC(=O)C)(=[O:14])[CH3:13]. Given the product [O:11]=[C:7]1[CH2:6][C:5]2[C:9](=[CH:10][C:2]([NH:1][C:12](=[O:14])[CH3:13])=[CH:3][CH:4]=2)[NH:8]1, predict the reactants needed to synthesize it. (3) Given the product [Br:3][C:4]1[C:13]([O:14][CH3:15])=[CH:12][CH:11]=[C:10]2[C:5]=1[CH:6]=[CH:7][C:8]([CH2:16][NH:17][CH3:18])=[CH:9]2, predict the reactants needed to synthesize it. The reactants are: [BH4-].[Na+].[Br:3][C:4]1[C:13]([O:14][CH3:15])=[CH:12][CH:11]=[C:10]2[C:5]=1[CH:6]=[CH:7][C:8]([CH:16]=[N:17][CH3:18])=[CH:9]2.Cl. (4) Given the product [CH3:1][O:2][C:3]1[C:12]([O:13][CH2:14][CH2:15][CH2:16][N:17]2[CH2:21][CH2:20][CH2:19][CH2:18]2)=[CH:11][C:10]2[N:9]=[CH:8][C:7]3[C:6]([C:5]=2[CH:4]=1)=[CH:24][C:30]([C:32]1[C:33]([CH3:38])=[N:34][CH:35]=[CH:36][CH:37]=1)=[N:23][C:22]=3[NH2:44], predict the reactants needed to synthesize it. The reactants are: [CH3:1][O:2][C:3]1[CH:4]=[C:5]2[C:10](=[CH:11][C:12]=1[O:13][CH2:14][CH2:15][CH2:16][N:17]1[CH2:21][CH2:20][CH2:19][CH2:18]1)[N:9]=[CH:8][C:7]([C:22]#[N:23])=[C:6]2[CH3:24].N1([C:30]([C:32]2[C:33]([CH3:38])=[N:34][CH:35]=[CH:36][CH:37]=2)=O)C=CN=C1.[Li+].C[Si]([N-:44][Si](C)(C)C)(C)C.C([O-])(=O)C.[NH4+]. (5) Given the product [C:14]([C:30]1[CH:31]=[CH:32][C:27]([C:26]2[N:22]([C:18]3[CH:17]=[N:16][CH:21]=[CH:20][CH:19]=3)[N:23]=[C:24]([C:41]([O:43][CH2:44][CH3:45])=[O:42])[CH:25]=2)=[N:28][CH:29]=1)#[N:15], predict the reactants needed to synthesize it. The reactants are: C([Sn]([C:14]#[N:15])(CCCC)CCCC)CCC.[N:16]1[CH:21]=[CH:20][CH:19]=[C:18]([N:22]2[C:26]([C:27]3[CH:32]=[CH:31][C:30](OS(C(F)(F)F)(=O)=O)=[CH:29][N:28]=3)=[CH:25][C:24]([C:41]([O:43][CH2:44][CH3:45])=[O:42])=[N:23]2)[CH:17]=1.C(=O)(O)[O-].[Na+]. (6) Given the product [CH3:53][C:54]1([CH3:61])[O:58][C@H:57]([CH2:59][O:60][C:2]2[C:10]3[C:5](=[N:6][CH:7]=[C:8]([C:24]4[CH:25]=[CH:26][CH:27]=[CH:28][CH:29]=4)[C:9]=3[N:11]3[CH2:16][CH2:15][N:14]([C:17]([O:19][C:20]([CH3:23])([CH3:22])[CH3:21])=[O:18])[CH2:13][CH2:12]3)[NH:4][N:3]=2)[CH2:56][O:55]1, predict the reactants needed to synthesize it. The reactants are: I[C:2]1[C:10]2[C:5](=[N:6][CH:7]=[C:8]([C:24]3[CH:29]=[CH:28][CH:27]=[CH:26][CH:25]=3)[C:9]=2[N:11]2[CH2:16][CH2:15][N:14]([C:17]([O:19][C:20]([CH3:23])([CH3:22])[CH3:21])=[O:18])[CH2:13][CH2:12]2)[N:4](CC2C=CC(OC)=CC=2)[N:3]=1.N1C2C(=CC=C3C=2N=CC=C3)C=CC=1.[CH3:53][C:54]1([CH3:61])[O:58][C@H:57]([CH2:59][OH:60])[CH2:56][O:55]1.[F-].[K+]. (7) Given the product [Cl-:26].[C:1]([C:3]1[O:4][C:5]2[CH:11]=[CH:10][C:9]([N:12]3[CH2:17][CH2:16][NH2+:15][CH2:14][CH2:13]3)=[CH:8][C:6]=2[CH:7]=1)#[N:2], predict the reactants needed to synthesize it. The reactants are: [C:1]([C:3]1[O:4][C:5]2[CH:11]=[CH:10][C:9]([N:12]3[CH2:17][CH2:16][N:15](C(OC(C)(C)C)=O)[CH2:14][CH2:13]3)=[CH:8][C:6]=2[CH:7]=1)#[N:2].C(Cl)[Cl:26].